The task is: Predict the reaction yield, written as a fraction of the theoretical maximum amount of product (1.0 means a 100% yield; for example, 0.34 means a 34% yield).. This data is from Reaction yield outcomes from USPTO patents with 853,638 reactions. (1) The reactants are OCCCN1C=C(C2C=CC(NC3C(C(F)(F)F)=CN=C(NC4C=CC(CP(=O)(OCC)OCC)=CC=4OC)N=3)=C3C=2CN(C)C3=O)C=N1.[NH2:50][C:51]1[C:52]([C:66]([NH:68][CH3:69])=[O:67])=[N:53][C:54]([C:57]2[CH:58]=[N:59][N:60]([CH2:62][CH2:63][CH2:64][OH:65])[CH:61]=2)=[CH:55][CH:56]=1.C(OP1(=O)CC2C=CC(=CC=2)NC2=NC(=C(C(F)(F)F)C=N2)NC2C=CC(=NC=2C(NC)=O)C2=CN(N=C2)CCCCO1)C.Cl[C:115]1[C:120]([C:121]([F:124])([F:123])[F:122])=[CH:119][N:118]=[C:117]([NH:125][C:126]2[CH:140]=[CH:139][C:129]([CH2:130][P:131](=[O:138])([O:135][CH2:136][CH3:137])[O:132][CH2:133][CH3:134])=[CH:128][C:127]=2[F:141])[N:116]=1. No catalyst specified. The product is [F:141][C:127]1[CH:128]=[C:129]([CH:139]=[CH:140][C:126]=1[NH:125][C:117]1[N:116]=[C:115]([NH:50][C:51]2[C:52]([C:66](=[O:67])[NH:68][CH3:69])=[N:53][C:54]([C:57]3[CH:58]=[N:59][N:60]([CH2:62][CH2:63][CH2:64][OH:65])[CH:61]=3)=[CH:55][CH:56]=2)[C:120]([C:121]([F:124])([F:122])[F:123])=[CH:119][N:118]=1)[CH2:130][P:131](=[O:138])([O:135][CH2:136][CH3:137])[O:132][CH2:133][CH3:134]. The yield is 0.230. (2) The reactants are Cl[C:2]([O:4][CH2:5][CH:6]=[CH2:7])=[O:3].[NH2:8][C@H:9]([C:13]([OH:15])=[O:14])[CH:10]([CH3:12])[CH3:11].C(=O)([O-])[O-].[K+].[K+]. The catalyst is O.C1COCC1. The product is [CH2:5]([O:4][C:2]([NH:8][C@@H:9]([CH:10]([CH3:12])[CH3:11])[C:13]([OH:15])=[O:14])=[O:3])[CH:6]=[CH2:7]. The yield is 1.00. (3) The reactants are C([O:3][C:4](=[O:16])[CH2:5][O:6][C:7]1[CH:11]=[C:10]([C:12]([O:14]C)=[O:13])[O:9][N:8]=1)C.[OH-].[Na+]. The catalyst is CO. The product is [C:4]([CH2:5][O:6][C:7]1[CH:11]=[C:10]([C:12]([OH:14])=[O:13])[O:9][N:8]=1)([OH:16])=[O:3]. The yield is 0.860. (4) The reactants are [CH3:1][C:2]1[CH:7]=[CH:6][C:5]([S:8](Cl)(=[O:10])=[O:9])=[CH:4][CH:3]=1.[CH3:12][N:13]1[CH2:18][CH2:17][CH:16]([C:19]2[C:27]3[C:22](=[CH:23][CH:24]=[C:25]([OH:28])[CH:26]=3)[NH:21][CH:20]=2)[CH2:15][CH2:14]1.[OH-].[Na+]. No catalyst specified. The product is [CH3:12][N:13]1[CH2:18][CH2:17][CH:16]([C:19]2[C:27]3[C:22](=[CH:23][CH:24]=[C:25]([O:28][S:8]([C:5]4[CH:6]=[CH:7][C:2]([CH3:1])=[CH:3][CH:4]=4)(=[O:10])=[O:9])[CH:26]=3)[NH:21][CH:20]=2)[CH2:15][CH2:14]1. The yield is 0.790. (5) The reactants are [Br:1][C:2]1[CH:3]=[CH:4][C:5]([O:16][CH2:17][CH2:18][CH3:19])=[C:6]([C:8]2[CH:13]=[C:12]([Cl:14])[N:11]=[C:10]([NH2:15])[N:9]=2)[CH:7]=1.NC1N=[C:25](C2C=C(Br)C=CC=2O)[CH:24]=[C:23](Cl)N=1.C(O)CCCCC. No catalyst specified. The product is [Br:1][C:2]1[CH:3]=[CH:4][C:5]([O:16][CH2:17][CH2:18][CH2:19][CH2:23][CH2:24][CH3:25])=[C:6]([C:8]2[CH:13]=[C:12]([Cl:14])[N:11]=[C:10]([NH2:15])[N:9]=2)[CH:7]=1. The yield is 0.470. (6) The reactants are [F:1][C:2]1[CH:7]=[CH:6][C:5]([F:8])=[CH:4][C:3]=1[C:9]1[CH:14]=[C:13]([N:15]2[C:19]3[CH:20]=[CH:21][C:22]([C:24]4[CH:25]=[N:26][N:27]([CH2:29][CH2:30][N:31]5[CH2:36][CH2:35][O:34][CH2:33][CH2:32]5)[CH:28]=4)=[CH:23][C:18]=3[N:17]=[CH:16]2)[CH:12]=[C:11]([NH:37]C(=O)C)[CH:10]=1.[OH-].[Na+]. The catalyst is C(O)C. The product is [F:1][C:2]1[CH:7]=[CH:6][C:5]([F:8])=[CH:4][C:3]=1[C:9]1[CH:14]=[C:13]([N:15]2[C:19]3[CH:20]=[CH:21][C:22]([C:24]4[CH:25]=[N:26][N:27]([CH2:29][CH2:30][N:31]5[CH2:32][CH2:33][O:34][CH2:35][CH2:36]5)[CH:28]=4)=[CH:23][C:18]=3[N:17]=[CH:16]2)[CH:12]=[C:11]([NH2:37])[CH:10]=1. The yield is 0.900. (7) The product is [CH3:17][C:16]1[O:15][N:14]=[C:13]([C:18]2[CH:19]=[CH:20][CH:21]=[CH:22][CH:23]=2)[C:12]=1[CH2:11][O:10][C:7]1[CH:8]=[CH:9][C:4]([C:3]([OH:24])=[O:2])=[CH:5][N:6]=1. The catalyst is C(O)C. The reactants are C[O:2][C:3](=[O:24])[C:4]1[CH:9]=[CH:8][C:7]([O:10][CH2:11][C:12]2[C:13]([C:18]3[CH:23]=[CH:22][CH:21]=[CH:20][CH:19]=3)=[N:14][O:15][C:16]=2[CH3:17])=[N:6][CH:5]=1.[OH-].[Na+]. The yield is 0.450.